Dataset: Reaction yield outcomes from USPTO patents with 853,638 reactions. Task: Predict the reaction yield, written as a fraction of the theoretical maximum amount of product (1.0 means a 100% yield; for example, 0.34 means a 34% yield). (1) The reactants are [C:1]1([C:24]2[CH:29]=[CH:28][CH:27]=[CH:26][CH:25]=2)[CH:6]=[CH:5][CH:4]=[C:3]([NH:7][C:8](=[O:23])[CH2:9][CH2:10][CH2:11][CH2:12][CH2:13][NH:14][C:15](=[O:22])[CH2:16][S:17][CH2:18][C:19]([OH:21])=[O:20])[CH:2]=1.O.I([O-])(=O)(=O)=[O:32].[Na+]. The yield is 0.780. The catalyst is CO. The product is [C:1]1([C:24]2[CH:29]=[CH:28][CH:27]=[CH:26][CH:25]=2)[CH:6]=[CH:5][CH:4]=[C:3]([NH:7][C:8](=[O:23])[CH2:9][CH2:10][CH2:11][CH2:12][CH2:13][NH:14][C:15](=[O:22])[CH2:16][S:17]([CH2:18][C:19]([OH:21])=[O:20])=[O:32])[CH:2]=1. (2) The reactants are [N:1]1[CH:6]=[CH:5][CH:4]=[C:3]2/[C:7](=[N:10]\O)/[CH2:8][CH2:9][C:2]=12.[BH4-].[Na+]. The catalyst is CO.O.O.O.O.O.O.[Ni](Cl)Cl. The product is [N:1]1[CH:6]=[CH:5][CH:4]=[C:3]2[CH:7]([NH2:10])[CH2:8][CH2:9][C:2]=12. The yield is 0.680. (3) The reactants are [H-].[Na+].[Br:3][C:4]1[CH:10]=[CH:9][CH:8]=[CH:7][C:5]=1[NH2:6].I[CH2:12][CH2:13][CH2:14][CH2:15][CH2:16][CH2:17][CH2:18][CH2:19][CH2:20][CH2:21][CH2:22][CH3:23]. The catalyst is C1COCC1. The product is [Br:3][C:4]1[CH:10]=[CH:9][CH:8]=[CH:7][C:5]=1[NH:6][CH2:23][CH2:22][CH2:21][CH2:20][CH2:19][CH2:18][CH2:17][CH2:16][CH2:15][CH2:14][CH2:13][CH3:12]. The yield is 0.930. (4) The reactants are [CH3:1][CH:2]1[CH2:7][CH2:6][C:5](=O)[CH:4]([CH2:9][C:10](=O)[C:11]2[CH:16]=[CH:15][CH:14]=[CH:13][CH:12]=2)[CH2:3]1.[NH2:18][C:19]1[CH:20]=[CH:21][C:22]([C:25]([OH:27])=[O:26])=[N:23][CH:24]=1. No catalyst specified. The product is [CH3:1][CH:2]1[CH2:7][CH2:6][C:5]2[N:18]([C:19]3[CH:20]=[CH:21][C:22]([C:25]([OH:27])=[O:26])=[N:23][CH:24]=3)[C:10]([C:11]3[CH:16]=[CH:15][CH:14]=[CH:13][CH:12]=3)=[CH:9][C:4]=2[CH2:3]1. The yield is 0.710.